This data is from Reaction yield outcomes from USPTO patents with 853,638 reactions. The task is: Predict the reaction yield, written as a fraction of the theoretical maximum amount of product (1.0 means a 100% yield; for example, 0.34 means a 34% yield). (1) The reactants are [CH3:1][O:2][C:3](=[O:21])[C:4]1[CH:9]=[C:8]([N+:10]([O-])=O)[CH:7]=[CH:6][C:5]=1[O:13][Si:14]([C:17]([CH3:20])([CH3:19])[CH3:18])([CH3:16])[CH3:15].[H][H]. The catalyst is C(O)C.[Pd]. The product is [CH3:1][O:2][C:3](=[O:21])[C:4]1[CH:9]=[C:8]([NH2:10])[CH:7]=[CH:6][C:5]=1[O:13][Si:14]([C:17]([CH3:19])([CH3:18])[CH3:20])([CH3:15])[CH3:16]. The yield is 0.990. (2) The reactants are [NH2:1][C:2]1[CH:3]=[C:4]([CH2:11][N:12]2[CH2:17][CH2:16][N:15](C(OC(C)(C)C)=O)[CH:14]([CH3:25])[CH2:13]2)[C:5]2[O:9][CH:8]=[CH:7][C:6]=2[CH:10]=1.[Cl:26][C:27]1[CH:32]=[CH:31][CH:30]=[CH:29][C:28]=1[S:33](Cl)(=[O:35])=[O:34]. No catalyst specified. The product is [ClH:26].[ClH:26].[Cl:26][C:27]1[CH:32]=[CH:31][CH:30]=[CH:29][C:28]=1[S:33]([NH:1][C:2]1[CH:3]=[C:4]([CH2:11][N:12]2[CH2:17][CH2:16][NH:15][CH:14]([CH3:25])[CH2:13]2)[C:5]2[O:9][CH:8]=[CH:7][C:6]=2[CH:10]=1)(=[O:35])=[O:34]. The yield is 0.390. (3) The reactants are [Br:1][C:2]1[CH:7]=[C:6](Br)[C:5]([N+:9]([O-:11])=[O:10])=[CH:4][N:3]=1.[C@@H:12]([NH2:16])([CH2:14][CH3:15])[CH3:13].C(N(CC)CC)C. The catalyst is O1CCCC1.O. The product is [Br:1][C:2]1[CH:7]=[C:6]([NH:16][C@H:12]([CH2:14][CH3:15])[CH3:13])[C:5]([N+:9]([O-:11])=[O:10])=[CH:4][N:3]=1. The yield is 0.930. (4) The reactants are C[O:2][C:3](=[O:27])[C:4]1[CH:9]=[CH:8][C:7]([S:10]([N:13]2[C:21]3[C:16](=[CH:17][CH:18]=[CH:19][CH:20]=3)[C:15]([CH:22]3[CH2:26][CH2:25][CH2:24][CH2:23]3)=[N:14]2)(=[O:12])=[O:11])=[CH:6][CH:5]=1.[OH-].[Na+].Cl. The catalyst is C1COCC1. The product is [CH:22]1([C:15]2[C:16]3[C:21](=[CH:20][CH:19]=[CH:18][CH:17]=3)[N:13]([S:10]([C:7]3[CH:8]=[CH:9][C:4]([C:3]([OH:27])=[O:2])=[CH:5][CH:6]=3)(=[O:11])=[O:12])[N:14]=2)[CH2:23][CH2:24][CH2:25][CH2:26]1. The yield is 0.630.